From a dataset of Full USPTO retrosynthesis dataset with 1.9M reactions from patents (1976-2016). Predict the reactants needed to synthesize the given product. (1) Given the product [C:12]([C:9]1[CH:10]=[CH:11][CH:6]=[C:7]([C:16]([CH3:19])([CH3:18])[CH3:17])[CH:8]=1)([CH3:15])([CH3:14])[CH3:13], predict the reactants needed to synthesize it. The reactants are: CS(O[C:6]1[CH:11]=[CH:10][C:9]([C:12]([CH3:15])([CH3:14])[CH3:13])=[CH:8][C:7]=1[C:16]([CH3:19])([CH3:18])[CH3:17])(=O)=O.C([O-])=O.[Li+].CO. (2) Given the product [CH:1]1([NH:4][C:5]([C:7]2[CH:8]=[C:9]([F:52])[C:10]([CH3:51])=[C:11]([C:13]3[CH:14]=[C:15]4[C:20](=[CH:21][CH:22]=3)[C:19](=[O:23])[N:18]([CH2:24][C:25]([CH3:34])([CH3:35])[CH2:26][OH:27])[CH:17]=[C:16]4[CH2:36][N:37]3[CH2:42][CH2:41][N:40]([C:43]([O:45][C:46]([CH3:49])([CH3:48])[CH3:47])=[O:44])[CH2:39][C@H:38]3[CH3:50])[CH:12]=2)=[O:6])[CH2:3][CH2:2]1, predict the reactants needed to synthesize it. The reactants are: [CH:1]1([NH:4][C:5]([C:7]2[CH:8]=[C:9]([F:52])[C:10]([CH3:51])=[C:11]([C:13]3[CH:14]=[C:15]4[C:20](=[CH:21][CH:22]=3)[C:19](=[O:23])[N:18]([CH2:24][C:25]([CH3:35])([CH3:34])[CH2:26][O:27]C(=O)C(C)(C)C)[CH:17]=[C:16]4[CH2:36][N:37]3[CH2:42][CH2:41][N:40]([C:43]([O:45][C:46]([CH3:49])([CH3:48])[CH3:47])=[O:44])[CH2:39][C@H:38]3[CH3:50])[CH:12]=2)=[O:6])[CH2:3][CH2:2]1.C(=O)([O-])[O-].[K+].[K+]. (3) Given the product [CH:8]([C:7]1[CH:10]=[CH:11][C:4]([N:1]=[N:1][C:4]2[CH:11]=[CH:10][C:7]([CH:8]=[CH2:9])=[CH:6][CH:5]=2)=[CH:5][CH:6]=1)=[CH2:9], predict the reactants needed to synthesize it. The reactants are: [N+:1]([C:4]1[CH:11]=[CH:10][C:7]([CH:8]=[CH2:9])=[CH:6][CH:5]=1)([O-])=O.[OH-].[Na+]. (4) Given the product [Cl:1][C:2]1[CH:9]=[CH:8][C:20]([C:19](=[NH:16])[NH:12][OH:13])=[C:4]([F:10])[CH:3]=1, predict the reactants needed to synthesize it. The reactants are: [Cl:1][C:2]1[CH:9]=[CH:8]C(C#N)=[C:4]([F:10])[CH:3]=1.Cl.[NH2:12][OH:13].CC[N:16]([CH2:19][CH3:20])CC.